Dataset: Forward reaction prediction with 1.9M reactions from USPTO patents (1976-2016). Task: Predict the product of the given reaction. (1) Given the reactants Br[C:2]1[C:3]([CH3:13])=[CH:4][C:5]([O:8][CH2:9][CH2:10][O:11][CH3:12])=[N:6][CH:7]=1.[B:14]1([B:14]2[O:18][C:17]([CH3:20])([CH3:19])[C:16]([CH3:22])([CH3:21])[O:15]2)[O:18][C:17]([CH3:20])([CH3:19])[C:16]([CH3:22])([CH3:21])[O:15]1.C(Cl)Cl.CC([O-])=O.[K+], predict the reaction product. The product is: [CH3:12][O:11][CH2:10][CH2:9][O:8][C:5]1[CH:4]=[C:3]([CH3:13])[C:2]([B:14]2[O:18][C:17]([CH3:20])([CH3:19])[C:16]([CH3:22])([CH3:21])[O:15]2)=[CH:7][N:6]=1. (2) Given the reactants [Br:1][C:2]1[C:3]([CH3:11])=[C:4]([CH:8]=[CH:9][CH:10]=1)[C:5](O)=[O:6].Cl.[CH3:13][NH:14][O:15][CH3:16].N1C=CC=CC=1.C(Br)(Br)(Br)Br.C1(P(C2C=CC=CC=2)C2C=CC=CC=2)C=CC=CC=1, predict the reaction product. The product is: [Br:1][C:2]1[C:3]([CH3:11])=[C:4]([CH:8]=[CH:9][CH:10]=1)[C:5]([N:14]([CH3:13])[O:15][CH3:16])=[O:6]. (3) Given the reactants [Br:1][C:2]1[CH:7]=[CH:6][C:5]([CH2:8]Br)=[CH:4][CH:3]=1.[C:10]([O:14][C:15](=[O:17])[NH2:16])([CH3:13])([CH3:12])[CH3:11].C([N:20]([CH2:23][CH3:24])CC)C.[C:33](O[C:33]([O:35][C:36]([CH3:39])([CH3:38])[CH3:37])=[O:34])(=[O:34])[O:35][C:36]([CH3:39])([CH3:38])[CH3:37].[C:40]1(C)C=CC=CC=1, predict the reaction product. The product is: [C:10]([O:14][C:15](=[O:17])[NH:16][CH2:40][CH2:24][CH2:23][N:20]([CH2:8][C:5]1[CH:6]=[CH:7][C:2]([Br:1])=[CH:3][CH:4]=1)[C:33]([O:35][C:36]([CH3:37])([CH3:38])[CH3:39])=[O:34])([CH3:13])([CH3:12])[CH3:11]. (4) Given the reactants [Cl:1][C:2]1[CH:3]=[C:4]([N:9]2[C:13](=[O:14])[O:12][N:11]=[C:10]2[C:15]2[C:19]([CH2:20][OH:21])=[N:18][O:17][N:16]=2)[CH:5]=[CH:6][C:7]=1[F:8].[C:22]1(O)[CH:27]=[CH:26][CH:25]=[CH:24][CH:23]=1.C1(P(C2C=CC=CC=2)C2C=CC=CC=2)C=CC=CC=1.N(C(OCC)=O)=NC(OCC)=O, predict the reaction product. The product is: [Cl:1][C:2]1[CH:3]=[C:4]([N:9]2[C:13](=[O:14])[O:12][N:11]=[C:10]2[C:15]2[C:19]([CH2:20][O:21][C:22]3[CH:27]=[CH:26][CH:25]=[CH:24][CH:23]=3)=[N:18][O:17][N:16]=2)[CH:5]=[CH:6][C:7]=1[F:8]. (5) Given the reactants [CH:1]([NH:4][C:5]1[C:14]2[C:9](=[CH:10][C:11]([O:17][CH2:18][CH2:19][CH2:20][CH2:21][S:22]([CH3:37])(=[N:24]S(C3C=CC([N+]([O-])=O)=CC=3)(=O)=O)=[O:23])=[C:12]([O:15][CH3:16])[CH:13]=2)[N:8]=[CH:7][N:6]=1)([CH3:3])[CH3:2].C(=O)([O-])[O-].[Cs+].[Cs+].C1(S)C=CC=CC=1, predict the reaction product. The product is: [CH:1]([NH:4][C:5]1[C:14]2[C:9](=[CH:10][C:11]([O:17][CH2:18][CH2:19][CH2:20][CH2:21][S:22]([CH3:37])(=[NH:24])=[O:23])=[C:12]([O:15][CH3:16])[CH:13]=2)[N:8]=[CH:7][N:6]=1)([CH3:3])[CH3:2].